Dataset: Full USPTO retrosynthesis dataset with 1.9M reactions from patents (1976-2016). Task: Predict the reactants needed to synthesize the given product. (1) Given the product [CH2:1]([O:8][C:9]1[CH:10]=[C:11]([CH:30]=[CH:31][CH:32]=1)[O:12][C:13]1[CH:20]=[CH:19][C:16]2[CH2:24][O:25][B:21]([OH:22])[C:15]=2[CH:14]=1)[C:2]1[CH:3]=[CH:4][CH:5]=[CH:6][CH:7]=1, predict the reactants needed to synthesize it. The reactants are: [CH2:1]([O:8][C:9]1[CH:10]=[C:11]([CH:30]=[CH:31][CH:32]=1)[O:12][C:13]1[CH:20]=[CH:19][C:16](C=O)=[C:15]([B:21]2[O:25][C:24](C)(C)C(C)(C)[O:22]2)[CH:14]=1)[C:2]1[CH:7]=[CH:6][CH:5]=[CH:4][CH:3]=1.[BH4-].[Na+]. (2) Given the product [CH3:25][O:26][C:27](=[O:75])[NH:28][CH:29]([C:33]([N:35]1[CH:41]([C:42]2[NH:43][C:44]([C:47]3[CH:48]=[CH:49][C:50]([C:53]4[CH:62]=[CH:61][C:60]5[C:55](=[CH:56][CH:57]=[C:58]([C:63]6[NH:64][C:65]([CH:68]7[CH2:72][CH:71]([C:73]#[N:74])[CH2:70][N:69]7[C:7](=[O:8])[CH:6]([NH:5][C:3]([O:2][CH3:1])=[O:4])[CH2:10][CH3:11])=[N:66][CH:67]=6)[CH:59]=5)[CH:54]=4)=[CH:51][CH:52]=3)=[CH:45][N:46]=2)[CH2:40][C:37]2([CH2:38][CH2:39]2)[CH2:36]1)=[O:34])[CH:30]([CH3:32])[CH3:31], predict the reactants needed to synthesize it. The reactants are: [CH3:1][O:2][C:3]([NH:5][CH:6]([CH2:10][CH3:11])[C:7](O)=[O:8])=[O:4].C1C=CC2N(O)N=NC=2C=1.Cl.Cl.Cl.[CH3:25][O:26][C:27](=[O:75])[NH:28][CH:29]([C:33]([N:35]1[CH:41]([C:42]2[NH:43][C:44]([C:47]3[CH:52]=[CH:51][C:50]([C:53]4[CH:62]=[CH:61][C:60]5[C:55](=[CH:56][CH:57]=[C:58]([C:63]6[NH:64][C:65]([CH:68]7[CH2:72][CH:71]([C:73]#[N:74])[CH2:70][NH:69]7)=[N:66][CH:67]=6)[CH:59]=5)[CH:54]=4)=[CH:49][CH:48]=3)=[CH:45][N:46]=2)[CH2:40][C:37]2([CH2:39][CH2:38]2)[CH2:36]1)=[O:34])[CH:30]([CH3:32])[CH3:31].CN1CCOCC1. (3) Given the product [CH3:20][S:21]([O:1][CH2:2][C@H:3]1[CH2:4][CH2:5][C@H:6]([NH:9][C:10]([O:11][C:12]([CH3:13])([CH3:15])[CH3:14])=[O:16])[CH2:7][CH2:8]1)(=[O:23])=[O:22], predict the reactants needed to synthesize it. The reactants are: [OH:1][CH2:2][C@H:3]1[CH2:8][CH2:7][C@H:6]([NH:9][C:10](=[O:16])[O:11][C:12]([CH3:15])([CH3:14])[CH3:13])[CH2:5][CH2:4]1.C(Cl)Cl.[CH3:20][S:21](Cl)(=[O:23])=[O:22]. (4) Given the product [C:32]1([S:38][C:2]2[CH:3]=[N:4][CH:5]=[CH:6][C:7]=2[C:8]2[O:9][C:10]3[CH:16]=[CH:15][C:14]([C:17]([F:20])([F:19])[F:18])=[CH:13][C:11]=3[N:12]=2)[CH:37]=[CH:36][CH:35]=[CH:34][CH:33]=1, predict the reactants needed to synthesize it. The reactants are: F[C:2]1[CH:3]=[N:4][CH:5]=[CH:6][C:7]=1[C:8]1[O:9][C:10]2[CH:16]=[CH:15][C:14]([C:17]([F:20])([F:19])[F:18])=[CH:13][C:11]=2[N:12]=1.C(=O)([O-])[O-].[K+].[K+].CN(C=O)C.[C:32]1([SH:38])[CH:37]=[CH:36][CH:35]=[CH:34][CH:33]=1. (5) Given the product [Br:1][C:2]1[CH:11]=[C:10]2[C:5]([CH2:6][CH2:7]/[C:8](=[CH:13]\[C:14]3[CH:15]=[N:16][CH:17]=[CH:18][CH:19]=3)/[C:9]2=[O:12])=[CH:4][CH:3]=1, predict the reactants needed to synthesize it. The reactants are: [Br:1][C:2]1[CH:11]=[C:10]2[C:5]([CH2:6][CH2:7][CH2:8][C:9]2=[O:12])=[CH:4][CH:3]=1.[CH:13](=O)[C:14]1[CH:19]=[CH:18][CH:17]=[N:16][CH:15]=1.N1CCCCC1. (6) The reactants are: [Br:1][C:2]1[S:6][C:5]([C:7]([C@H:9]2[CH2:14][CH2:13][C@H:12]([C:15]([O:17][CH2:18][CH3:19])=[O:16])[CH2:11][CH2:10]2)=[O:8])=[N:4][CH:3]=1.[F:20][C:21]([Si](C)(C)C)([F:23])[F:22].[F-].C([N+](CCCC)(CCCC)CCCC)CCC. Given the product [Br:1][C:2]1[S:6][C:5]([C:7]([C@H:9]2[CH2:10][CH2:11][C@H:12]([C:15]([O:17][CH2:18][CH3:19])=[O:16])[CH2:13][CH2:14]2)([OH:8])[C:21]([F:23])([F:22])[F:20])=[N:4][CH:3]=1, predict the reactants needed to synthesize it. (7) Given the product [O:14]=[C:13]1[C:12]2=[CH:15][CH:16]=[CH:17][N:11]2[N:10]=[C:9]([C@@H:18]2[CH2:22][CH2:21][CH2:20][N:19]2[C:24]2[C:25]3[C:32]([C:33]#[N:34])=[CH:31][NH:30][C:26]=3[N:27]=[CH:28][N:29]=2)[N:8]1[C:2]1[CH:7]=[CH:6][CH:5]=[CH:4][CH:3]=1, predict the reactants needed to synthesize it. The reactants are: Cl.[C:2]1([N:8]2[C:13](=[O:14])[C:12]3=[CH:15][CH:16]=[CH:17][N:11]3[N:10]=[C:9]2[C@@H:18]2[CH2:22][CH2:21][CH2:20][NH:19]2)[CH:7]=[CH:6][CH:5]=[CH:4][CH:3]=1.Cl[C:24]1[C:25]2[C:32]([C:33]#[N:34])=[CH:31][NH:30][C:26]=2[N:27]=[CH:28][N:29]=1. (8) Given the product [Br:9][C:10]1[C:14]([F:15])=[CH:13][N:12]([C:16]2[CH:17]=[C:18]([O:24][CH3:23])[N:19]=[N:20][CH:21]=2)[N:11]=1, predict the reactants needed to synthesize it. The reactants are: OS(C(F)(F)F)(=O)=O.[Br:9][C:10]1[C:14]([F:15])=[CH:13][N:12]([C:16]2[CH:17]=[C:18](Cl)[N:19]=[N:20][CH:21]=2)[N:11]=1.[CH3:23][OH:24]. (9) Given the product [Br:15][CH2:10][C:9]1[N:8]=[C:7]([C:12]#[N:13])[CH:6]=[CH:5][C:4]=1[CH:1]1[CH2:3][CH2:2]1, predict the reactants needed to synthesize it. The reactants are: [CH:1]1([C:4]2[CH:5]=[CH:6][C:7]([C:12]#[N:13])=[N:8][C:9]=2[CH2:10]O)[CH2:3][CH2:2]1.C(Br)(Br)(Br)[Br:15].C1C=CC(P(C2C=CC=CC=2)C2C=CC=CC=2)=CC=1.